Dataset: Cav3 T-type calcium channel HTS with 100,875 compounds. Task: Binary Classification. Given a drug SMILES string, predict its activity (active/inactive) in a high-throughput screening assay against a specified biological target. (1) The drug is S(=O)(=O)(N1CCCCC1)c1ccc(NC(=O)c2ccncc2)cc1. The result is 0 (inactive). (2) The molecule is Brc1ccc(n2nc(cc2Nc2ccccc2)C)cc1. The result is 1 (active). (3) The compound is Clc1ccc(OCC(O)CN2C(CCCC2C)C)cc1. The result is 0 (inactive). (4) The drug is o1c2c(nc1c1ccc(NC(=O)c3[nH]ncn3)cc1)cc(C(CC)C)cc2. The result is 0 (inactive). (5) The drug is S(=O)(=O)(NC(Cc1ccccc1)C(=O)NCc1occc1)c1cc2c(n(c(=O)n(c2=O)C)C)cc1. The result is 0 (inactive).